From a dataset of Full USPTO retrosynthesis dataset with 1.9M reactions from patents (1976-2016). Predict the reactants needed to synthesize the given product. (1) Given the product [CH3:19][O:7][C:6](=[O:8])[C:5]1[CH:9]=[CH:10][C:2]([CH3:1])=[C:3]([N+:11]([O-:13])=[O:12])[CH:4]=1, predict the reactants needed to synthesize it. The reactants are: [CH3:1][C:2]1[CH:10]=[CH:9][C:5]([C:6]([OH:8])=[O:7])=[CH:4][C:3]=1[N+:11]([O-:13])=[O:12].OS(O)(=O)=O.[CH3:19]O. (2) Given the product [NH2:45][C:44](=[O:49])[CH2:43][C:35]1[CH:36]=[C:37]([CH2:40][NH:41][CH3:42])[CH:38]=[CH:39][C:34]=1[C:32]([N:28]1[CH2:29][CH2:30][CH2:31][C@@H:26]([C:16]([C:6]2[CH:5]=[CH:4][CH:3]=[C:2]([Cl:1])[C:7]=2[C:8]2[CH:13]=[CH:12][CH:11]=[C:10]([CH2:14][CH3:15])[CH:9]=2)([OH:25])[CH2:17][CH2:18][CH2:19][NH:20][C:21](=[O:24])[O:22][CH3:23])[CH2:27]1)=[O:33], predict the reactants needed to synthesize it. The reactants are: [Cl:1][C:2]1[C:7]([C:8]2[CH:13]=[CH:12][CH:11]=[C:10]([CH2:14][CH3:15])[CH:9]=2)=[C:6]([C:16]([C@@H:26]2[CH2:31][CH2:30][CH2:29][N:28]([C:32]([C:34]3[CH:39]=[CH:38][C:37]([CH2:40][NH:41][CH3:42])=[CH:36][C:35]=3[CH2:43][C:44]#[N:45])=[O:33])[CH2:27]2)([OH:25])[CH2:17][CH2:18][CH2:19][NH:20][C:21](=[O:24])[O:22][CH3:23])[CH:5]=[CH:4][CH:3]=1.OO.C(=O)([O-])[O-:49].[K+].[K+]. (3) Given the product [N:1]1([CH2:8][CH2:9][N:10]2[CH2:15][CH2:14][CH:13]([NH:16][C:17]([C:19]3[NH:20][C:21]4[C:26]([CH:27]=3)=[C:25]([O:28][CH2:29][CH:30]([CH3:32])[CH3:31])[CH:24]=[CH:23][CH:22]=4)=[O:18])[CH2:12][CH2:11]2)[CH2:7][CH2:6][CH2:5][CH2:4][CH2:3]1, predict the reactants needed to synthesize it. The reactants are: [N:1]1([CH2:8][CH2:9][N:10]2[CH2:15][CH2:14][CH:13]([NH:16][C:17]([C:19]3[NH:20][C:21]4[C:26]([CH:27]=3)=[C:25]([O:28][CH2:29][CH:30]([CH3:32])[CH3:31])[CH:24]=[CH:23][CH:22]=4)=[O:18])[CH2:12][CH2:11]2)[CH2:7][CH2:6][CH2:5][CH2:4][CH2:3]C1.Cl.Cl.Cl.N1(CCN2CCC(N)CC2)CCCCC1. (4) The reactants are: [CH3:1][C:2]1([CH3:19])[O:6][C@@H:5]([CH2:7][C:8]([O:10][Si:11]([C:14]([CH3:17])([CH3:16])[CH3:15])([CH3:13])[CH3:12])=[O:9])[C:4](=[O:18])[O:3]1.[Br:20]N1C(=O)CCC1=O.N(C(C)(C)C#N)=NC(C)(C)C#N. Given the product [Br:20][C:5]1([CH2:7][C:8]([O:10][Si:11]([C:14]([CH3:17])([CH3:16])[CH3:15])([CH3:13])[CH3:12])=[O:9])[C:4](=[O:18])[O:3][C:2]([CH3:19])([CH3:1])[O:6]1, predict the reactants needed to synthesize it. (5) The reactants are: [CH3:1]C1=C(C)C(OC1=O)=O.[NH2:10][CH2:11][CH2:12]C12CC(CC1)C=C2.[C:20]1([CH3:26])[CH:25]=[CH:24][CH:23]=[CH:22][CH:21]=1. Given the product [NH2:10][CH2:11][CH2:12][CH2:26][C:20]12[CH2:1][CH:23]([CH2:24][CH2:25]1)[CH:22]=[CH:21]2, predict the reactants needed to synthesize it. (6) The reactants are: Cl[C:2]1[N:7]=[CH:6][N:5]=[C:4]([NH:8][C:9]2[CH:14]=[CH:13][C:12]([P:15]([CH3:18])([CH3:17])=[O:16])=[CH:11][CH:10]=2)[N:3]=1.C([N:21](CC)CC)C.NC[CH2:28][N:29]1[CH2:34][CH2:33][O:32][CH2:31][CH2:30]1. Given the product [CH3:17][P:15]([C:12]1[CH:13]=[CH:14][C:9]([NH:8][C:4]2[N:3]=[C:2]([NH:21][CH2:28][N:29]3[CH2:34][CH2:33][O:32][CH2:31][CH2:30]3)[N:7]=[CH:6][N:5]=2)=[CH:10][CH:11]=1)([CH3:18])=[O:16], predict the reactants needed to synthesize it. (7) Given the product [NH2:1][C:2]1[CH:3]=[C:4]([C:5]([N:19]2[CH2:20][CH2:25][CH2:24][CH2:23]2)=[O:7])[CH:8]=[CH:9][CH:10]=1, predict the reactants needed to synthesize it. The reactants are: [NH2:1][C:2]1[CH:3]=[C:4]([CH:8]=[CH:9][CH:10]=1)[C:5]([OH:7])=O.CN(C(O[N:19]1N=NC2C=[CH:23][CH:24]=[CH:25][C:20]1=2)=[N+](C)C)C.F[P-](F)(F)(F)(F)F.CCN(C(C)C)C(C)C.N1CCCC1. (8) Given the product [CH3:2][O:3][C:4]1[CH:5]=[C:6]2[C:11](=[CH:12][C:13]=1[O:14][CH3:15])[CH2:10][N:9]([C:33]([C@@H:32]1[CH2:31][C:30]3[C:25](=[CH:26][CH:27]=[CH:28][CH:29]=3)[CH2:24][N:23]1[C:21]([O:20][C:16]([CH3:19])([CH3:18])[CH3:17])=[O:22])=[O:34])[CH2:8][CH2:7]2, predict the reactants needed to synthesize it. The reactants are: Cl.[CH3:2][O:3][C:4]1[CH:5]=[C:6]2[C:11](=[CH:12][C:13]=1[O:14][CH3:15])[CH2:10][NH:9][CH2:8][CH2:7]2.[C:16]([O:20][C:21]([N:23]1[C@H:32]([C:33](O)=[O:34])[CH2:31][C:30]2[C:25](=[CH:26][CH:27]=[CH:28][CH:29]=2)[CH2:24]1)=[O:22])([CH3:19])([CH3:18])[CH3:17].C(N(CC)CC)C.[O-]P1(OP([O-])(=O)OP([O-])(=O)OP([O-])(=O)O1)=O.[Na+].[Na+].[Na+].[Na+].